Dataset: NCI-60 drug combinations with 297,098 pairs across 59 cell lines. Task: Regression. Given two drug SMILES strings and cell line genomic features, predict the synergy score measuring deviation from expected non-interaction effect. Drug 1: CS(=O)(=O)CCNCC1=CC=C(O1)C2=CC3=C(C=C2)N=CN=C3NC4=CC(=C(C=C4)OCC5=CC(=CC=C5)F)Cl. Drug 2: C1=NNC2=C1C(=O)NC=N2. Cell line: MALME-3M. Synergy scores: CSS=15.6, Synergy_ZIP=-3.18, Synergy_Bliss=1.49, Synergy_Loewe=-1.56, Synergy_HSA=2.70.